This data is from TCR-epitope binding with 47,182 pairs between 192 epitopes and 23,139 TCRs. The task is: Binary Classification. Given a T-cell receptor sequence (or CDR3 region) and an epitope sequence, predict whether binding occurs between them. (1) The epitope is GTITSGWTF. The TCR CDR3 sequence is CASSQDMWDRTNTGELFF. Result: 0 (the TCR does not bind to the epitope). (2) The epitope is FLYNLLTRV. The TCR CDR3 sequence is CASSWGQSISGVFNNEQFF. Result: 0 (the TCR does not bind to the epitope). (3) The epitope is EIYKRWII. The TCR CDR3 sequence is CATSTGETPNEKLFF. Result: 0 (the TCR does not bind to the epitope). (4) The epitope is QARQMVQAMRTIGTHP. The TCR CDR3 sequence is CSARDTVGNGYTF. Result: 0 (the TCR does not bind to the epitope). (5) The TCR CDR3 sequence is CSVSERGYDGYTF. Result: 1 (the TCR binds to the epitope). The epitope is WICLLQFAY.